The task is: Predict the reactants needed to synthesize the given product.. This data is from Full USPTO retrosynthesis dataset with 1.9M reactions from patents (1976-2016). (1) The reactants are: [C-:1]#[N:2].[K+].CS(O[CH2:9][CH2:10][C:11]([C:23]1[C:31]2[C:26](=[C:27]([CH2:32][S:33][CH3:34])[CH:28]=[CH:29][CH:30]=2)[NH:25][CH:24]=1)([C:13]1[CH:18]=[CH:17][C:16]([C:19]([F:22])([F:21])[F:20])=[CH:15][CH:14]=1)[CH3:12])(=O)=O.O.ClCCl. Given the product [CH3:34][S:33][CH2:32][C:27]1[CH:28]=[CH:29][CH:30]=[C:31]2[C:26]=1[NH:25][CH:24]=[C:23]2[C:11]([C:13]1[CH:18]=[CH:17][C:16]([C:19]([F:20])([F:22])[F:21])=[CH:15][CH:14]=1)([CH3:12])[CH2:10][CH2:9][C:1]#[N:2], predict the reactants needed to synthesize it. (2) Given the product [Cl:47][CH2:6][CH2:7][O:8][C:9]1[C:14]([C:15]2[CH:16]=[N:17][C:18]([NH:30][C:31]([NH:33][CH2:34][CH3:35])=[O:32])=[CH:19][C:20]=2[C:21]2[S:22][CH:23]=[C:24]([C:26]([F:27])([F:28])[F:29])[N:25]=2)=[CH:13][C:12]([C:36]2[O:37][C:39]([CH3:40])=[N:43][N:44]=2)=[CH:11][N:10]=1, predict the reactants needed to synthesize it. The reactants are: C(O[CH2:6][CH2:7][O:8][C:9]1[C:14]([C:15]2[CH:16]=[N:17][C:18]([NH:30][C:31]([NH:33][CH2:34][CH3:35])=[O:32])=[CH:19][C:20]=2[C:21]2[S:22][CH:23]=[C:24]([C:26]([F:29])([F:28])[F:27])[N:25]=2)=[CH:13][C:12]([C:36](O)=[O:37])=[CH:11][N:10]=1)(C)(C)C.[C:39](O)(=O)[CH3:40].[NH2:43][NH2:44].P(Cl)(Cl)([Cl:47])=O.